From a dataset of TCR-epitope binding with 47,182 pairs between 192 epitopes and 23,139 TCRs. Binary Classification. Given a T-cell receptor sequence (or CDR3 region) and an epitope sequence, predict whether binding occurs between them. (1) The epitope is TLVPQEHYV. The TCR CDR3 sequence is CASSQDPGVNSPLHF. Result: 1 (the TCR binds to the epitope). (2) The epitope is RILGAGCFV. The TCR CDR3 sequence is CASSRLAGGFDEQFF. Result: 0 (the TCR does not bind to the epitope).